Dataset: Reaction yield outcomes from USPTO patents with 853,638 reactions. Task: Predict the reaction yield, written as a fraction of the theoretical maximum amount of product (1.0 means a 100% yield; for example, 0.34 means a 34% yield). (1) The yield is 0.510. The reactants are [N+:1]([C:4]1[CH:12]=[CH:11][C:7]([C:8](Cl)=[O:9])=[CH:6][CH:5]=1)([O-:3])=[O:2].[CH2:13]([O:20][C:21]([NH:23][C@@H:24]([CH2:29][S:30][C:31]1[CH:36]=[CH:35][CH:34]=[CH:33][CH:32]=1)[C@@H:25]([OH:28])[CH2:26]O)=[O:22])[C:14]1[CH:19]=[CH:18][CH:17]=[CH:16][CH:15]=1.C(N(CC)CC)C.[CH3:44][S:45](Cl)(=[O:47])=[O:46]. The product is [CH2:13]([O:20][C:21]([NH:23][C@@H:24]([CH2:29][S:30][C:31]1[CH:36]=[CH:35][CH:34]=[CH:33][CH:32]=1)[C@@H:25]([O:28][S:45]([CH3:44])(=[O:47])=[O:46])[CH2:26][O:9][CH2:8][C:7]1[CH:11]=[CH:12][C:4]([N+:1]([O-:3])=[O:2])=[CH:5][CH:6]=1)=[O:22])[C:14]1[CH:19]=[CH:18][CH:17]=[CH:16][CH:15]=1. The catalyst is O1CCCC1. (2) The reactants are [CH2:1]([O:3][C@H:4]([C:17]([O:19][CH2:20][CH3:21])=[O:18])[CH2:5][C:6]1[CH:16]=[CH:15][C:9]([O:10][CH2:11][C:12]([OH:14])=O)=[CH:8][CH:7]=1)[CH3:2].[F:22][C:23]1[CH:39]=[C:38]([F:40])[CH:37]=[CH:36][C:24]=1[CH2:25][NH:26][CH2:27][C:28]1[CH:33]=[CH:32][C:31]([CH2:34][CH3:35])=[CH:30][CH:29]=1.C(N(CC)C(C)C)(C)C.F[B-](F)(F)F.N1(OC(N(C)C)=[N+](C)C)C2C=CC=CC=2N=N1. The catalyst is C(Cl)Cl. The product is [F:22][C:23]1[CH:39]=[C:38]([F:40])[CH:37]=[CH:36][C:24]=1[CH2:25][N:26]([CH2:27][C:28]1[CH:33]=[CH:32][C:31]([CH2:34][CH3:35])=[CH:30][CH:29]=1)[C:12](=[O:14])[CH2:11][O:10][C:9]1[CH:8]=[CH:7][C:6]([CH2:5][C@H:4]([O:3][CH2:1][CH3:2])[C:17]([O:19][CH2:20][CH3:21])=[O:18])=[CH:16][CH:15]=1. The yield is 0.440. (3) The reactants are [NH2:1][C:2]1[CH:3]=[C:4]([OH:8])[CH:5]=[CH:6][CH:7]=1.[N:9]([O-])=O.[Na+].[Sn](Cl)Cl. The catalyst is Cl.O. The product is [NH:1]([C:2]1[CH:3]=[C:4]([OH:8])[CH:5]=[CH:6][CH:7]=1)[NH2:9]. The yield is 0.160. (4) The reactants are [Cl-].[CH2:2]([O:4][C:5]([CH2:7][C:8](=O)[CH2:9][CH:10]1[C:19]2[C:14](=[CH:15][C:16]([O:22][CH3:23])=[C:17]([O:20][CH3:21])[CH:18]=2)[CH2:13][CH2:12][NH2+:11]1)=[O:6])[CH3:3].C([O-])(=O)C.[Na+].C=O.C([O-])(=O)C.[NH4+:36].[CH3:37]O. No catalyst specified. The product is [CH2:2]([O:4][C:5]([C:7]1[CH2:37][N:11]2[CH2:12][CH2:13][C:14]3[C:19]([CH:10]2[CH2:9][C:8]=1[NH2:36])=[CH:18][C:17]([O:20][CH3:21])=[C:16]([O:22][CH3:23])[CH:15]=3)=[O:6])[CH3:3]. The yield is 0.730. (5) The yield is 0.960. The catalyst is CN(C)C=O.ClCCl. The reactants are [C:1](Cl)(=O)C(Cl)=O.[Br:7][C:8]1[C:16]([O:17][C:18]2[CH:23]=[CH:22][C:21]([F:24])=[CH:20][C:19]=2[F:25])=[CH:15][C:11]([C:12]([OH:14])=[O:13])=[C:10]([N+:26]([O-:28])=[O:27])[CH:9]=1.CO. The product is [Br:7][C:8]1[C:16]([O:17][C:18]2[CH:23]=[CH:22][C:21]([F:24])=[CH:20][C:19]=2[F:25])=[CH:15][C:11]([C:12]([O:14][CH3:1])=[O:13])=[C:10]([N+:26]([O-:28])=[O:27])[CH:9]=1. (6) The reactants are C(NC(C)C)(C)C.[F:8][C:9]1[CH:14]=[CH:13][CH:12]=[C:11]([F:15])[N:10]=1.C([Li])CCC.[I:21]I. The catalyst is O1CCCC1. The product is [F:8][C:9]1[C:14]([I:21])=[CH:13][CH:12]=[C:11]([F:15])[N:10]=1. The yield is 0.700. (7) The reactants are CC(C1C=C(C(C)C)C(C2C=CC=CC=2P(C2CCCCC2)C2CCCCC2)=C(C(C)C)C=1)C.[Si:35]([O:42][N:43]=[C:44]1[C:52]2[C:47](=[CH:48][C:49](Br)=[CH:50][CH:51]=2)[CH2:46][CH2:45]1)([C:38]([CH3:41])([CH3:40])[CH3:39])([CH3:37])[CH3:36].[NH2:54][C:55]1[C:63]2[C:58](=[CH:59][N:60]=[CH:61][CH:62]=2)[S:57][C:56]=1[C:64](=[O:68])[CH2:65][CH2:66][CH3:67]. No catalyst specified. The product is [Si:35]([O:42][N:43]=[C:44]1[C:52]2[C:47](=[CH:48][C:49]([NH:54][C:55]3[C:63]4[C:58](=[CH:59][N:60]=[CH:61][CH:62]=4)[S:57][C:56]=3[C:64](=[O:68])[CH2:65][CH2:66][CH3:67])=[CH:50][CH:51]=2)[CH2:46][CH2:45]1)([C:38]([CH3:41])([CH3:40])[CH3:39])([CH3:37])[CH3:36]. The yield is 0.540.